From a dataset of Catalyst prediction with 721,799 reactions and 888 catalyst types from USPTO. Predict which catalyst facilitates the given reaction. (1) Reactant: [CH2:1]([NH2:15])[CH2:2][CH2:3][CH2:4][CH2:5][CH2:6][CH2:7][CH2:8][CH2:9][CH2:10][CH2:11][CH2:12][CH2:13][CH3:14].[C:16](=O)(O)[O-:17].[K+].C(Cl)(Cl)=O.C1(C)C=CC=CC=1. Product: [CH2:1]([N:15]=[C:16]=[O:17])[CH2:2][CH2:3][CH2:4][CH2:5][CH2:6][CH2:7][CH2:8][CH2:9][CH2:10][CH2:11][CH2:12][CH2:13][CH3:14]. The catalyst class is: 34. (2) Reactant: [F:1][C:2]1[CH:7]=[C:6]([CH2:8][C:9]([OH:11])=O)[CH:5]=[CH:4][C:3]=1[C:12]1[CH:17]=[CH:16][CH:15]=[CH:14][CH:13]=1.[F:18][C:19]1[CH:20]=[C:21]([CH:24]=[CH:25][CH:26]=1)[CH2:22][NH2:23].C1CN([P+](ON2N=NC3C=CC=CC2=3)(N2CCCC2)N2CCCC2)CC1.F[P-](F)(F)(F)(F)F.CCN(C(C)C)C(C)C. Product: [F:18][C:19]1[CH:20]=[C:21]([CH:24]=[CH:25][CH:26]=1)[CH2:22][NH:23][C:9](=[O:11])[CH2:8][C:6]1[CH:5]=[CH:4][C:3]([C:12]2[CH:17]=[CH:16][CH:15]=[CH:14][CH:13]=2)=[C:2]([F:1])[CH:7]=1. The catalyst class is: 18. (3) Reactant: [CH3:1][O:2][C:3]1[C:7]([N+:8]([O-])=O)=[CH:6][N:5]([CH3:11])[N:4]=1. Product: [NH3:4].[CH3:1][O:2][C:3]1[C:7]([NH2:8])=[CH:6][N:5]([CH3:11])[N:4]=1. The catalyst class is: 19. (4) The catalyst class is: 2. Reactant: CC([N:5]([CH2:9][CH2:10][C:11]1[CH:16]=[CH:15][CH:14]=[C:13]([C:17]2[C:25]3[C:20](=[N:21][CH:22]=[C:23]([C:26]4[CH:31]=[CH:30][CH:29]=[C:28]([S:32]([CH3:35])(=[O:34])=[O:33])[CH:27]=4)[CH:24]=3)[NH:19][CH:18]=2)[CH:12]=1)C(=O)[O-])(C)C.FC(F)(F)C(O)=O. Product: [CH3:35][S:32]([C:28]1[CH:27]=[C:26]([C:23]2[CH:24]=[C:25]3[C:17]([C:13]4[CH:12]=[C:11]([CH2:10][CH2:9][NH2:5])[CH:16]=[CH:15][CH:14]=4)=[CH:18][NH:19][C:20]3=[N:21][CH:22]=2)[CH:31]=[CH:30][CH:29]=1)(=[O:33])=[O:34]. (5) Reactant: [CH2:1]([O:3][C:4]([N:6]1[CH2:11][CH2:10][N:9]([C:12]([CH:14]([NH:24][C:25]([C:27]2[CH:36]=[C:35]([C:37]([NH:39][CH:40]([C:50]([O:52]C)=[O:51])[CH2:41][CH2:42][C:43]([O:45][C:46]([CH3:49])([CH3:48])[CH3:47])=[O:44])=[O:38])[C:34]3[C:29](=[CH:30][CH:31]=[CH:32][CH:33]=3)[N:28]=2)=[O:26])[CH2:15][CH2:16][C:17]([O:19][C:20]([CH3:23])([CH3:22])[CH3:21])=[O:18])=[O:13])[CH2:8][CH2:7]1)=[O:5])[CH3:2].[Li+].[OH-].C1COCC1.O.Cl. Product: [CH2:1]([O:3][C:4]([N:6]1[CH2:7][CH2:8][N:9]([C:12]([CH:14]([NH:24][C:25]([C:27]2[CH:36]=[C:35]([C:37]([NH:39][CH:40]([C:50]([OH:52])=[O:51])[CH2:41][CH2:42][C:43]([O:45][C:46]([CH3:49])([CH3:48])[CH3:47])=[O:44])=[O:38])[C:34]3[C:29](=[CH:30][CH:31]=[CH:32][CH:33]=3)[N:28]=2)=[O:26])[CH2:15][CH2:16][C:17]([O:19][C:20]([CH3:21])([CH3:23])[CH3:22])=[O:18])=[O:13])[CH2:10][CH2:11]1)=[O:5])[CH3:2]. The catalyst class is: 13. (6) Reactant: [BH4-].[Na+].[CH3:3][C:4]([C:23]1[CH:30]=[CH:29][C:26]([C:27]#[N:28])=[CH:25][CH:24]=1)([C:8]1[CH:13]=[CH:12][C:11]([C:14](=[O:22])[CH2:15][C:16]2[CH:21]=[CH:20][CH:19]=[CH:18][N:17]=2)=[CH:10][CH:9]=1)[CH:5]([CH3:7])[CH3:6]. Product: [OH:22][CH:14]([C:11]1[CH:12]=[CH:13][C:8]([C:4]([C:23]2[CH:30]=[CH:29][C:26]([C:27]#[N:28])=[CH:25][CH:24]=2)([CH3:3])[CH:5]([CH3:6])[CH3:7])=[CH:9][CH:10]=1)[CH2:15][C:16]1[CH:21]=[CH:20][CH:19]=[CH:18][N:17]=1. The catalyst class is: 8. (7) Reactant: [F:1][C:2]([F:18])([F:17])[CH:3]([C:5]1[CH:10]=[CH:9][N:8]=[C:7]([C:11]2[NH:12][O:13][C:14](=[O:16])[N:15]=2)[CH:6]=1)[OH:4].C(N(CC)CC)C.[OH2:26].Cl. Product: [F:18][C:2]([F:1])([F:17])[C:3]([C:5]1[CH:10]=[CH:9][N:8]=[C:7]([C:11]2[NH:12][O:13][C:14](=[O:16])[N:15]=2)[CH:6]=1)([OH:26])[OH:4]. The catalyst class is: 16. (8) Reactant: [CH2:1]([Mg]Br)[CH3:2].[CH3:5][N:6]1[C:10]2[CH:11]=[C:12]([C:15]3[CH:16]=[N:17][CH:18]=[CH:19][C:20]=3[CH:21]=[O:22])[CH:13]=[CH:14][C:9]=2[O:8][C:7]1=[O:23]. Product: [OH:22][CH:21]([C:20]1[CH:19]=[CH:18][N:17]=[CH:16][C:15]=1[C:12]1[CH:13]=[CH:14][C:9]2[O:8][C:7](=[O:23])[N:6]([CH3:5])[C:10]=2[CH:11]=1)[CH2:1][CH3:2]. The catalyst class is: 1. (9) Reactant: [Cl:1][C:2]1[CH:3]=[C:4]([N:10]2[C:14]([CH3:15])=[C:13]([C:16](=[O:27])[C:17]([NH:19][C:20]3[CH:25]=[CH:24][C:23]([F:26])=[CH:22][CH:21]=3)=[O:18])[C:12]([CH3:28])=[N:11]2)[CH:5]=[CH:6][C:7]=1[C:8]#[N:9].[CH3:29][Mg]Br.C(OCC)C.[Cl-].[NH4+]. Product: [Cl:1][C:2]1[CH:3]=[C:4]([N:10]2[C:14]([CH3:15])=[C:13]([C:16]([OH:27])([CH3:29])[C:17]([NH:19][C:20]3[CH:21]=[CH:22][C:23]([F:26])=[CH:24][CH:25]=3)=[O:18])[C:12]([CH3:28])=[N:11]2)[CH:5]=[CH:6][C:7]=1[C:8]#[N:9]. The catalyst class is: 1. (10) Reactant: [F:1][C:2]1[C:3]2[C:8]([CH:9]=[CH:10][CH:11]=1)=[N+:7]([O-])[C:6]([C:13]([O:15][CH2:16][CH3:17])=[O:14])=[C:5]([OH:18])[N:4]=2.P(Br)(Br)Br.O. The catalyst class is: 9. Product: [F:1][C:2]1[CH:11]=[CH:10][CH:9]=[C:8]2[C:3]=1[N:4]=[C:5]([OH:18])[C:6]([C:13]([O:15][CH2:16][CH3:17])=[O:14])=[N:7]2.